From a dataset of NCI-60 drug combinations with 297,098 pairs across 59 cell lines. Regression. Given two drug SMILES strings and cell line genomic features, predict the synergy score measuring deviation from expected non-interaction effect. Drug 1: COC1=CC(=CC(=C1O)OC)C2C3C(COC3=O)C(C4=CC5=C(C=C24)OCO5)OC6C(C(C7C(O6)COC(O7)C8=CC=CS8)O)O. Drug 2: C1C(C(OC1N2C=C(C(=O)NC2=O)F)CO)O. Cell line: UACC62. Synergy scores: CSS=35.7, Synergy_ZIP=-17.6, Synergy_Bliss=-12.2, Synergy_Loewe=-7.35, Synergy_HSA=-5.31.